Dataset: Full USPTO retrosynthesis dataset with 1.9M reactions from patents (1976-2016). Task: Predict the reactants needed to synthesize the given product. Given the product [F:21][C:22]([F:33])([F:34])[O:23][C:24]1[CH:29]=[CH:28][C:27]([CH2:10][C:11]2[O:15][N:14]=[C:13]([C:16]([O:18][CH2:19][CH3:20])=[O:17])[CH:12]=2)=[CH:26][CH:25]=1, predict the reactants needed to synthesize it. The reactants are: C(OP(O[CH2:10][C:11]1[O:15][N:14]=[C:13]([C:16]([O:18][CH2:19][CH3:20])=[O:17])[CH:12]=1)(OCC)=O)C.[F:21][C:22]([F:34])([F:33])[O:23][C:24]1[CH:29]=[CH:28][C:27](B(O)O)=[CH:26][CH:25]=1.C(=O)([O-])[O-].[K+].[K+].C1(P(C2C=CC=CC=2)C2C=CC=CC=2)C=CC=CC=1.